Dataset: Peptide-MHC class I binding affinity with 185,985 pairs from IEDB/IMGT. Task: Regression. Given a peptide amino acid sequence and an MHC pseudo amino acid sequence, predict their binding affinity value. This is MHC class I binding data. (1) The peptide sequence is LMMNGTSAM. The MHC is HLA-B40:13 with pseudo-sequence YHTKYREIFTNTYENIAYLSYNYYTWAVLAYEWY. The binding affinity (normalized) is 0.431. (2) The peptide sequence is PLFDFVNEK. The MHC is HLA-A11:01 with pseudo-sequence HLA-A11:01. The binding affinity (normalized) is 0.443. (3) The peptide sequence is YLPTQQDVL. The MHC is HLA-B53:01 with pseudo-sequence HLA-B53:01. The binding affinity (normalized) is 0.0823. (4) The peptide sequence is FLPSDYFPST. The MHC is HLA-A02:02 with pseudo-sequence HLA-A02:02. The binding affinity (normalized) is 0.579.